From a dataset of Reaction yield outcomes from USPTO patents with 853,638 reactions. Predict the reaction yield, written as a fraction of the theoretical maximum amount of product (1.0 means a 100% yield; for example, 0.34 means a 34% yield). (1) The reactants are [CH2:1]([O:3][C:4]([C:6]1[S:7][C:8]([CH2:11][NH:12][C:13]([O:15]C(C)(C)C)=O)=[N:9][N:10]=1)=[O:5])[CH3:2].[CH3:20]C(O)=O. No catalyst specified. The product is [CH2:1]([O:3][C:4]([C:6]1[S:7][C:8]([CH2:11][NH:12][C:13](=[O:15])[CH3:20])=[N:9][N:10]=1)=[O:5])[CH3:2]. The yield is 1.00. (2) The reactants are [Cl:1][C:2]1[N:3]=[C:4]([NH:10][C:11]2[CH:16]=[CH:15][C:14]([I:17])=[CH:13][C:12]=2[F:18])[C:5](=O)O[C:7]=1[CH3:8].[C:19]([O:23][CH3:24])(=[O:22])C#C.[C:25]1(C)C=CC=CC=1. No catalyst specified. The product is [CH3:24][O:23][C:19](=[O:22])[C:5]1[CH:8]=[C:7]([CH3:25])[C:2]([Cl:1])=[N:3][C:4]=1[NH:10][C:11]1[CH:16]=[CH:15][C:14]([I:17])=[CH:13][C:12]=1[F:18]. The yield is 0.760.